Binary Classification. Given a drug SMILES string, predict its activity (active/inactive) in a high-throughput screening assay against a specified biological target. From a dataset of M1 muscarinic receptor antagonist screen with 61,756 compounds. (1) The molecule is O=c1nc(N2CCN(CC2)c2ccccc2)c(n[nH]1)C. The result is 0 (inactive). (2) The drug is S(c1oc(nn1)C(NC(OC(C)(C)C)=O)C(C)C)Cc1cc(F)ccc1. The result is 0 (inactive). (3) The compound is Oc1ccc(C=2CC(NC(C2)(C)C)(C)C)cc1. The result is 0 (inactive). (4) The compound is O1C2(OCC1)CCN(CC2)CN1c2c(C3(OCCCO3)C1=O)cccc2. The result is 0 (inactive). (5) The molecule is S(=O)(=O)(Nc1cc2OCOc2cc1)c1cc(OC)c(OC)cc1. The result is 0 (inactive). (6) The molecule is o1nc(nc1c1ccc(cc1)C)Cc1ccc(OC)cc1. The result is 0 (inactive).